This data is from Forward reaction prediction with 1.9M reactions from USPTO patents (1976-2016). The task is: Predict the product of the given reaction. Given the reactants [C:1]1([C:20]2[CH:25]=[CH:24][CH:23]=[CH:22][CH:21]=2)[CH:6]=[CH:5][CH:4]=[C:3]([NH:7][C:8](=[O:19])[CH2:9][CH2:10][CH2:11][CH2:12][CH2:13][CH:14]2OCC[O:15]2)[CH:2]=1.O.C1(C)C=CC(S(O)(=O)=O)=CC=1, predict the reaction product. The product is: [C:1]1([C:20]2[CH:25]=[CH:24][CH:23]=[CH:22][CH:21]=2)[CH:6]=[CH:5][CH:4]=[C:3]([NH:7][C:8](=[O:19])[CH2:9][CH2:10][CH2:11][CH2:12][CH2:13][CH:14]=[O:15])[CH:2]=1.